This data is from Catalyst prediction with 721,799 reactions and 888 catalyst types from USPTO. The task is: Predict which catalyst facilitates the given reaction. (1) Reactant: [Cl:1][C:2]1[CH:7]=[CH:6][C:5]([C:8]2[O:12][C:11]([CH:13]=O)=[CH:10][CH:9]=2)=[CH:4][C:3]=1[C:15]([F:18])([F:17])[F:16].[N+:19]([CH2:22][CH3:23])([O-:21])=[O:20].C(N)CCC. Product: [Cl:1][C:2]1[CH:7]=[CH:6][C:5]([C:8]2[O:12][C:11](/[CH:13]=[C:22](/[N+:19]([O-:21])=[O:20])\[CH3:23])=[CH:10][CH:9]=2)=[CH:4][C:3]=1[C:15]([F:18])([F:17])[F:16]. The catalyst class is: 15. (2) Reactant: [N:1]1[CH:6]=[CH:5][CH:4]=[C:3]([NH2:7])[N:2]=1.[Cl:8][CH2:9][C:10](=O)[CH2:11]Cl. Product: [Cl:8][CH2:9][C:10]1[N:7]=[C:3]2[CH:4]=[CH:5][CH:6]=[N:1][N:2]2[CH:11]=1. The catalyst class is: 10. (3) Reactant: C1(C)C=CC=CC=1.[OH:8][CH2:9][CH2:10][CH2:11][N:12]1[C:17](=O)[CH:16]2[CH:14]([CH2:15]2)[C:13]1=O.O. Product: [CH:14]12[CH2:15][CH:16]1[CH2:17][N:12]([CH2:11][CH2:10][CH2:9][OH:8])[CH2:13]2. The catalyst class is: 27. (4) Reactant: [CH:1]([N:14]1[CH2:19][CH2:18][N:17]([C:20](=[O:35])[CH2:21][C:22]2[C:30]([CH:31]3[CH2:33][CH2:32]3)=[CH:29][C:25]([C:26]([OH:28])=O)=[C:24]([F:34])[CH:23]=2)[CH2:16][CH2:15]1)([C:8]1[CH:13]=[CH:12][CH:11]=[CH:10][CH:9]=1)[C:2]1[CH:7]=[CH:6][CH:5]=[CH:4][CH:3]=1.[CH3:36][S:37]([NH2:40])(=[O:39])=[O:38].Cl.CN(C)CCCN=C=NCC. Product: [CH:1]([N:14]1[CH2:15][CH2:16][N:17]([C:20](=[O:35])[CH2:21][C:22]2[C:30]([CH:31]3[CH2:33][CH2:32]3)=[CH:29][C:25]([C:26]([NH:40][S:37]([CH3:36])(=[O:39])=[O:38])=[O:28])=[C:24]([F:34])[CH:23]=2)[CH2:18][CH2:19]1)([C:2]1[CH:3]=[CH:4][CH:5]=[CH:6][CH:7]=1)[C:8]1[CH:13]=[CH:12][CH:11]=[CH:10][CH:9]=1. The catalyst class is: 119. (5) Reactant: [CH2:1]([O:8][C:9](=[O:33])[C:10]1[C:15]([F:16])=[C:14]([F:17])[C:13]([N:18]2[CH2:22][CH2:21][C@H:20]([NH:23][C:24]([O:26][C:27]([CH3:30])([CH3:29])[CH3:28])=[O:25])[CH2:19]2)=[C:12]([F:31])[C:11]=1F)[C:2]1[CH:7]=[CH:6][CH:5]=[CH:4][CH:3]=1.[CH:34]1([NH2:37])[CH2:36][CH2:35]1. Product: [CH2:1]([O:8][C:9](=[O:33])[C:10]1[C:15]([F:16])=[C:14]([F:17])[C:13]([N:18]2[CH2:22][CH2:21][C@H:20]([NH:23][C:24]([O:26][C:27]([CH3:30])([CH3:28])[CH3:29])=[O:25])[CH2:19]2)=[C:12]([F:31])[C:11]=1[NH:37][CH:34]1[CH2:36][CH2:35]1)[C:2]1[CH:7]=[CH:6][CH:5]=[CH:4][CH:3]=1. The catalyst class is: 16. (6) Reactant: [CH:1]1([NH:7][C:8]2[N:13]=[CH:12][N:11]=[C:10]([C:14]([OH:16])=O)[CH:9]=2)[CH2:6][CH2:5][CH2:4][CH2:3][CH2:2]1.[NH2:17][C:18]1[CH:23]=[CH:22][C:21]([S:24]([NH2:27])(=[O:26])=[O:25])=[CH:20][C:19]=1[CH3:28]. Product: [NH2:27][S:24]([C:21]1[CH:22]=[CH:23][C:18]([NH:17][C:14]([C:10]2[CH:9]=[C:8]([NH:7][CH:1]3[CH2:2][CH2:3][CH2:4][CH2:5][CH2:6]3)[N:13]=[CH:12][N:11]=2)=[O:16])=[C:19]([CH3:28])[CH:20]=1)(=[O:25])=[O:26]. The catalyst class is: 5. (7) Reactant: [Cl:1][C:2]1[N:7]=[CH:6][C:5]2[C:8](I)=[CH:9][N:10]([CH:11]([CH3:13])[CH3:12])[C:4]=2[CH:3]=1.[Li]CCCC.[C:20](=[O:22])=[O:21]. Product: [Cl:1][C:2]1[N:7]=[CH:6][C:5]2[C:8]([C:20]([OH:22])=[O:21])=[CH:9][N:10]([CH:11]([CH3:13])[CH3:12])[C:4]=2[CH:3]=1. The catalyst class is: 7. (8) Reactant: [NH2:1][C:2]1[C:3]([C:12]([OH:14])=[O:13])=[CH:4][C:5]2[C:10]([CH:11]=1)=[CH:9][CH:8]=[CH:7][CH:6]=2.[CH2:15]([O:17][C:18](=[O:32])[C:19]1[CH:24]=[C:23]([N:25]2[CH2:30][CH2:29][CH2:28][CH2:27][CH2:26]2)[CH:22]=[CH:21][C:20]=1[NH2:31])[CH3:16].Cl.CN(C)CCCN=C=NCC.O.ON1C2C=CC=CC=2N=N1. Product: [CH3:15][O:13][C:12]([C:3]1[C:2]([NH2:1])=[CH:11][C:10]2[C:5](=[CH:6][CH:7]=[CH:8][CH:9]=2)[CH:4]=1)=[O:14].[CH2:15]([O:17][C:18](=[O:32])[C:19]1[CH:24]=[C:23]([N:25]2[CH2:30][CH2:29][CH2:28][CH2:27][CH2:26]2)[CH:22]=[CH:21][C:20]=1[NH2:31])[CH3:16]. The catalyst class is: 347. (9) Reactant: [NH2:1][C:2]1[C:7]([C:8]#[N:9])=[C:6]([C:10]2[CH:15]=[CH:14][C:13]([O:16][C@H:17]3[C@H:21]([OH:22])[CH2:20][O:19][CH2:18]3)=[CH:12][CH:11]=2)[C:5]([C:23]#[N:24])=[C:4]([SH:25])[N:3]=1.Cl.[N:27]1[CH:32]=[CH:31][CH:30]=[C:29]([CH2:33]Cl)[CH:28]=1.C(=O)([O-])[O-].[K+].[K+]. Product: [NH2:1][C:2]1[C:7]([C:8]#[N:9])=[C:6]([C:10]2[CH:15]=[CH:14][C:13]([O:16][C@H:17]3[C@H:21]([OH:22])[CH2:20][O:19][CH2:18]3)=[CH:12][CH:11]=2)[C:5]([C:23]#[N:24])=[C:4]([S:25][CH2:33][C:29]2[CH:28]=[N:27][CH:32]=[CH:31][CH:30]=2)[N:3]=1. The catalyst class is: 3.